This data is from Forward reaction prediction with 1.9M reactions from USPTO patents (1976-2016). The task is: Predict the product of the given reaction. (1) Given the reactants Br[C:2]1[C:18]([O:19][CH2:20][C@@H:21]([NH:26][C:27](=[O:33])[O:28][C:29]([CH3:32])([CH3:31])[CH3:30])[CH2:22][CH:23]2[CH2:25][CH2:24]2)=[CH:17][C:5]2[N:6]([CH3:16])[C:7](=[O:15])[C:8]3[C:13]([C:4]=2[CH:3]=1)=[CH:12][CH:11]=[N:10][C:9]=3[CH3:14].[CH3:34]B1OB(C)OB(C)O1.C(=O)([O-])[O-].[Cs+].[Cs+].O1CCOCC1, predict the reaction product. The product is: [CH:23]1([CH2:22][C@H:21]([NH:26][C:27](=[O:33])[O:28][C:29]([CH3:32])([CH3:31])[CH3:30])[CH2:20][O:19][C:18]2[C:2]([CH3:34])=[CH:3][C:4]3[C:13]4[C:8](=[C:9]([CH3:14])[N:10]=[CH:11][CH:12]=4)[C:7](=[O:15])[N:6]([CH3:16])[C:5]=3[CH:17]=2)[CH2:25][CH2:24]1. (2) The product is: [CH2:22]([O:10][C:9](=[O:11])[CH2:8][C:5]1[CH:4]=[CH:3][C:2]([NH2:1])=[CH:7][N:6]=1)[CH3:23]. Given the reactants [NH2:1][C:2]1[CH:3]=[CH:4][C:5]([CH2:8][C:9]([OH:11])=[O:10])=[N:6][CH:7]=1.OS(O)(=O)=O.C([O-])(O)=O.[Na+].[CH2:22](O)[CH3:23], predict the reaction product. (3) Given the reactants Cl.[NH2:2][CH2:3][C:4]1[CH:5]=[C:6]2[C:10](=[CH:11][CH:12]=1)[C:9](=[O:13])[N:8]([CH:14]1[CH2:19][CH2:18][C:17](=[O:20])[NH:16][C:15]1=[O:21])[C:7]2=[O:22].[C:23]1([N:29]=[C:30]=[O:31])[CH:28]=[CH:27][CH:26]=[CH:25][CH:24]=1.CCN(C(C)C)C(C)C, predict the reaction product. The product is: [O:21]=[C:15]1[CH:14]([N:8]2[C:7](=[O:22])[C:6]3[C:10](=[CH:11][CH:12]=[C:4]([CH2:3][NH:2][C:30]([NH:29][C:23]4[CH:28]=[CH:27][CH:26]=[CH:25][CH:24]=4)=[O:31])[CH:5]=3)[C:9]2=[O:13])[CH2:19][CH2:18][C:17](=[O:20])[NH:16]1. (4) Given the reactants Cl[C:2]1[C:7]([N+:8]([O-:10])=[O:9])=[CH:6][CH:5]=[CH:4][N:3]=1.[CH2:11]([O:13][C:14](=[O:17])[CH2:15][NH2:16])[CH3:12].CCN(C(C)C)C(C)C, predict the reaction product. The product is: [N+:8]([C:7]1[C:2]([NH:16][CH2:15][C:14]([O:13][CH2:11][CH3:12])=[O:17])=[N:3][CH:4]=[CH:5][CH:6]=1)([O-:10])=[O:9].